Dataset: Catalyst prediction with 721,799 reactions and 888 catalyst types from USPTO. Task: Predict which catalyst facilitates the given reaction. (1) Reactant: CC1(C)CO[CH:5]([C:8]2[C:9]3[NH:13][C:12]([C:14]([C:46]4[CH:51]=[CH:50][CH:49]=[CH:48][CH:47]=4)=[C:15]4[N:45]=[C:18]([C:19]([CH:37]5OCC(C)(C)C[O:38]5)=[C:20]5[NH:36][C:23](=[C:24]([C:30]6[CH:35]=[CH:34][CH:33]=[CH:32][CH:31]=6)[C:25]6[CH:26]=[CH:27][C:28]=2[N:29]=6)[CH:22]=[CH:21]5)[CH:17]=[CH:16]4)=[CH:11][CH:10]=3)[O:4]C1.C(O)(C(F)(F)F)=O.O.C(Cl)Cl.C(OCC)(=O)C. Product: [CH:5]([C:8]1[C:9]2[NH:13][C:12]([C:14]([C:46]3[CH:47]=[CH:48][CH:49]=[CH:50][CH:51]=3)=[C:15]3[N:45]=[C:18]([C:19]([CH:37]=[O:38])=[C:20]4[NH:36][C:23](=[C:24]([C:30]5[CH:35]=[CH:34][CH:33]=[CH:32][CH:31]=5)[C:25]5[CH:26]=[CH:27][C:28]=1[N:29]=5)[CH:22]=[CH:21]4)[CH:17]=[CH:16]3)=[CH:11][CH:10]=2)=[O:4]. The catalyst class is: 2. (2) Reactant: [CH3:1][O:2][CH2:3][C:4]([OH:6])=[O:5].[CH3:7][Si:8](N[Si:8]([CH3:10])([CH3:9])[CH3:7])([CH3:10])[CH3:9].[Si](Cl)(C)(C)C. Product: [CH3:1][O:2][CH2:3][C:4]([O:6][Si:8]([CH3:10])([CH3:9])[CH3:7])=[O:5]. The catalyst class is: 859. (3) Reactant: Cl[CH:2]([C:10]1[CH:15]=[CH:14][CH:13]=[CH:12][CH:11]=1)[CH:3]1[CH2:8][CH2:7][N:6]([CH3:9])[CH2:5][CH2:4]1.N1CCNCC1.C([O-])([O-])=[O:23].[K+].[K+]. Product: [CH3:9][N:6]1[CH2:7][CH2:8][CH:3]([C:2]([C:10]2[CH:15]=[CH:14][CH:13]=[CH:12][CH:11]=2)=[O:23])[CH2:4][CH2:5]1. The catalyst class is: 131. (4) Reactant: [CH3:1][C:2]1[C:10]2[C:6](=[CH:7][N:8]([CH2:11][O:12][CH2:13][CH2:14][Si:15]([CH3:18])([CH3:17])[CH3:16])[N:9]=2)[CH:5]=[C:4]([CH:19]=O)[CH:3]=1.[CH3:21][O:22][C:23](=[O:38])[CH:24]([C:31]([O:33][C:34]([CH3:37])([CH3:36])[CH3:35])=[O:32])P(OC)(OC)=O.CN(C)C(=N)N(C)C. Product: [CH3:21][O:22][C:23](=[O:38])[C:24]([C:31]([O:33][C:34]([CH3:36])([CH3:35])[CH3:37])=[O:32])=[CH:19][C:4]1[CH:3]=[C:2]([CH3:1])[C:10]2[C:6](=[CH:7][N:8]([CH2:11][O:12][CH2:13][CH2:14][Si:15]([CH3:16])([CH3:17])[CH3:18])[N:9]=2)[CH:5]=1. The catalyst class is: 7.